Dataset: Catalyst prediction with 721,799 reactions and 888 catalyst types from USPTO. Task: Predict which catalyst facilitates the given reaction. (1) Reactant: [OH:1][C:2]1[CH:7]=[CH:6][C:5]([C:8](=[O:10])[CH3:9])=[CH:4][C:3]=1[CH3:11].IC.[C:14]([O-])([O-])=O.[K+].[K+]. Product: [CH3:11][C:3]1[CH:4]=[C:5]([C:8]([CH3:9])=[O:10])[CH:6]=[CH:7][C:2]=1[O:1][CH3:14]. The catalyst class is: 21. (2) Reactant: ClC1C=CC(N(CC)C([C@@H]2C3C(=CC=CC=3)N([C:21]([C:23]3[S:27][C:26]4[CH:28]=[CH:29][CH:30]=[CH:31][C:25]=4[CH:24]=3)=[O:22])[C@@H](C)C2)=O)=CC=1.C1C=C2C=C(C(O)=O)SC2=CC=1.C(Cl)(=O)C([Cl:50])=O.CN(C)C=O. Product: [S:27]1[C:23]([C:21]([Cl:50])=[O:22])=[CH:24][C:25]2[CH:31]=[CH:30][CH:29]=[CH:28][C:26]1=2. The catalyst class is: 2. (3) Product: [CH:20]1([NH:19][C:17](=[O:18])[C@H:16]([NH:15][CH2:29][C:31]2[CH:36]=[CH:35][N:34]=[C:33]3[N:37]([C:44]([O:46][C:47]([CH3:50])([CH3:49])[CH3:48])=[O:45])[CH:38]=[C:39]([C:40]([O:42][CH3:43])=[O:41])[C:32]=23)[C:25]([OH:28])([CH3:26])[CH3:27])[CH2:21][CH2:22][CH2:23][CH2:24]1. The catalyst class is: 26. Reactant: C(O[BH-](OC(=O)C)OC(=O)C)(=O)C.[Na+].[NH2:15][C@H:16]([C:25]([OH:28])([CH3:27])[CH3:26])[C:17]([NH:19][CH:20]1[CH2:24][CH2:23][CH2:22][CH2:21]1)=[O:18].[CH:29]([C:31]1[CH:36]=[CH:35][N:34]=[C:33]2[N:37]([C:44]([O:46][C:47]([CH3:50])([CH3:49])[CH3:48])=[O:45])[CH:38]=[C:39]([C:40]([O:42][CH3:43])=[O:41])[C:32]=12)=O. (4) Reactant: [NH2:1][C:2]1[CH:3]=[C:4]([C:8]2[C:17]3[C:12](=[C:13]([C:18]([F:21])([F:20])[F:19])[CH:14]=[CH:15][CH:16]=3)[N:11]=[CH:10][C:9]=2[C:22]#[N:23])[CH:5]=[CH:6][CH:7]=1.[OH:24]O.[OH-].[Na+].Cl. The catalyst class is: 8. Product: [NH2:1][C:2]1[CH:3]=[C:4]([C:8]2[C:17]3[C:12](=[C:13]([C:18]([F:21])([F:19])[F:20])[CH:14]=[CH:15][CH:16]=3)[N:11]=[CH:10][C:9]=2[C:22]([NH2:23])=[O:24])[CH:5]=[CH:6][CH:7]=1. (5) Reactant: [Cl:1][C:2]1[CH:3]=[CH:4][C:5]2[N:11]3[CH:12]=[CH:13][N:14]=[C:10]3[CH:9]([CH2:15][CH2:16][C:17]([N:19]3[CH2:24][CH2:23][CH:22]([CH2:25][CH2:26][C:27]([O:29]C)=[O:28])[CH2:21][CH2:20]3)=[O:18])[O:8][CH:7]([C:31]3[CH:36]=[CH:35][CH:34]=[C:33]([O:37][CH3:38])[C:32]=3[O:39][CH3:40])[C:6]=2[CH:41]=1.O.C(=O)([O-])[O-].[K+].[K+].Cl. Product: [Cl:1][C:2]1[CH:3]=[CH:4][C:5]2[N:11]3[CH:12]=[CH:13][N:14]=[C:10]3[CH:9]([CH2:15][CH2:16][C:17]([N:19]3[CH2:24][CH2:23][CH:22]([CH2:25][CH2:26][C:27]([OH:29])=[O:28])[CH2:21][CH2:20]3)=[O:18])[O:8][CH:7]([C:31]3[CH:36]=[CH:35][CH:34]=[C:33]([O:37][CH3:38])[C:32]=3[O:39][CH3:40])[C:6]=2[CH:41]=1. The catalyst class is: 254. (6) Reactant: O.[OH-].[Li+].[F:4][C:5]([F:21])([CH2:16][CH2:17][CH2:18][CH:19]=[CH2:20])[CH2:6][NH:7][C@H:8]([C:12]([O:14]C)=[O:13])[CH:9]([CH3:11])[CH3:10]. Product: [F:4][C:5]([F:21])([CH2:16][CH2:17][CH2:18][CH:19]=[CH2:20])[CH2:6][NH:7][C@H:8]([C:12]([OH:14])=[O:13])[CH:9]([CH3:11])[CH3:10]. The catalyst class is: 20.